Task: Predict the reaction yield, written as a fraction of the theoretical maximum amount of product (1.0 means a 100% yield; for example, 0.34 means a 34% yield).. Dataset: Reaction yield outcomes from USPTO patents with 853,638 reactions (1) The reactants are [CH3:1][N:2]([CH3:30])[C:3]1[CH:8]=[CH:7][C:6]([C:9]2[NH:14][C:13](=[O:15])[C:12]([C:16]([O:18][CH2:19][C:20]3[CH:25]=[CH:24][CH:23]=[CH:22][CH:21]=3)=[O:17])=[C:11]([OH:26])[C:10]=2[CH2:27][CH:28]=[O:29])=[CH:5][CH:4]=1.[BH4-].[Na+]. The catalyst is C1COCC1.CCO. The product is [CH3:30][N:2]([CH3:1])[C:3]1[CH:4]=[CH:5][C:6]([C:9]2[NH:14][C:13](=[O:15])[C:12]([C:16]([O:18][CH2:19][C:20]3[CH:21]=[CH:22][CH:23]=[CH:24][CH:25]=3)=[O:17])=[C:11]([OH:26])[C:10]=2[CH2:27][CH2:28][OH:29])=[CH:7][CH:8]=1. The yield is 0.380. (2) The reactants are [Cl:1][C:2]1[CH:3]=[CH:4][C:5]([O:22][CH2:23][C:24]2[CH:29]=[CH:28][C:27]([Cl:30])=[CH:26][C:25]=2[F:31])=[C:6]([CH:21]=1)[CH2:7][N:8]1[C:17]2[CH:16]=[CH:15][CH:14]=[C:13]([C:18](O)=[O:19])[C:12]=2[CH2:11][CH2:10][CH2:9]1.C1CCN2C(=NCCC2)CC1.[CH3:43][S:44]([NH2:47])(=[O:46])=[O:45]. The catalyst is C(Cl)Cl. The product is [Cl:1][C:2]1[CH:3]=[CH:4][C:5]([O:22][CH2:23][C:24]2[CH:29]=[CH:28][C:27]([Cl:30])=[CH:26][C:25]=2[F:31])=[C:6]([CH:21]=1)[CH2:7][N:8]1[C:17]2[CH:16]=[CH:15][CH:14]=[C:13]([C:18]([NH:47][S:44]([CH3:43])(=[O:46])=[O:45])=[O:19])[C:12]=2[CH2:11][CH2:10][CH2:9]1. The yield is 0.810.